From a dataset of Full USPTO retrosynthesis dataset with 1.9M reactions from patents (1976-2016). Predict the reactants needed to synthesize the given product. (1) The reactants are: [ClH:1].[N:2]1([CH2:8][CH2:9][O:10][C:11]2[CH:37]=[CH:36][C:14]([O:15][C:16]3[C:25]4[C:20](=[CH:21][C:22]([O:26]C)=[CH:23][CH:24]=4)[CH:19]=[CH:18][C:17]=3[C:28]3[CH:33]=[CH:32][CH:31]=[C:30]([O:34]C)[CH:29]=3)=[CH:13][CH:12]=2)[CH2:7][CH2:6][CH2:5][CH2:4][CH2:3]1.B(Br)(Br)Br. Given the product [ClH:1].[N:2]1([CH2:8][CH2:9][O:10][C:11]2[CH:12]=[CH:13][C:14]([O:15][C:16]3[C:25]4[C:20](=[CH:21][C:22]([OH:26])=[CH:23][CH:24]=4)[CH:19]=[CH:18][C:17]=3[C:28]3[CH:33]=[CH:32][CH:31]=[C:30]([OH:34])[CH:29]=3)=[CH:36][CH:37]=2)[CH2:7][CH2:6][CH2:5][CH2:4][CH2:3]1, predict the reactants needed to synthesize it. (2) Given the product [CH2:1]([O:3][C:4](=[O:33])[CH:5]([NH:14][C:15](=[O:32])[CH2:16][O:17][CH2:18][CH2:19][O:30][CH2:31][C:34]([OH:37])=[O:36])[CH2:6][C:7]1[CH:8]=[CH:9][C:10]([OH:13])=[CH:11][CH:12]=1)[CH3:2], predict the reactants needed to synthesize it. The reactants are: [CH2:1]([O:3][C:4](=[O:33])[CH:5]([NH:14][C:15](=[O:32])[CH2:16][O:17][CH2:18][CH:19]([O:30][CH3:31])C(OCC1C=CC=CC=1)=O)[CH2:6][C:7]1[CH:12]=[CH:11][C:10]([OH:13])=[CH:9][CH:8]=1)[CH3:2].[C:34]([O:37]CC)(=[O:36])C. (3) The reactants are: CC(C)([O-])C.[K+].Cl[CH2:8][CH2:9][NH:10][C:11]([NH:13][CH2:14][C:15]1[CH:20]=[CH:19][C:18]([C:21]2[CH:26]=[C:25]([NH:27][C:28]3[N:33]=[C:32]([C:34]([F:37])([F:36])[F:35])[CH:31]=[CH:30][N:29]=3)[CH:24]=[C:23]([CH3:38])[CH:22]=2)=[CH:17][N:16]=1)=[O:12]. Given the product [CH3:38][C:23]1[CH:22]=[C:21]([C:18]2[CH:19]=[CH:20][C:15]([CH2:14][N:13]3[CH2:8][CH2:9][NH:10][C:11]3=[O:12])=[N:16][CH:17]=2)[CH:26]=[C:25]([NH:27][C:28]2[N:33]=[C:32]([C:34]([F:37])([F:36])[F:35])[CH:31]=[CH:30][N:29]=2)[CH:24]=1, predict the reactants needed to synthesize it.